Dataset: Peptide-MHC class I binding affinity with 185,985 pairs from IEDB/IMGT. Task: Regression. Given a peptide amino acid sequence and an MHC pseudo amino acid sequence, predict their binding affinity value. This is MHC class I binding data. (1) The peptide sequence is ALYWALMES. The MHC is HLA-A02:11 with pseudo-sequence HLA-A02:11. The binding affinity (normalized) is 0.936. (2) The peptide sequence is VLFGLGFAI. The MHC is HLA-A02:01 with pseudo-sequence HLA-A02:01. The binding affinity (normalized) is 0.617. (3) The MHC is HLA-B15:03 with pseudo-sequence HLA-B15:03. The peptide sequence is KLTSTETSF. The binding affinity (normalized) is 0.701. (4) The peptide sequence is STPPLVRL. The MHC is Mamu-A02 with pseudo-sequence Mamu-A02. The binding affinity (normalized) is 0.105. (5) The peptide sequence is YKLCLSGEGW. The MHC is Mamu-B17 with pseudo-sequence Mamu-B17. The binding affinity (normalized) is 0.553. (6) The peptide sequence is SHYAFSPM. The MHC is H-2-Db with pseudo-sequence H-2-Db. The binding affinity (normalized) is 0.0118. (7) The peptide sequence is IILEFFLI. The MHC is H-2-Db with pseudo-sequence H-2-Db. The binding affinity (normalized) is 0.0130. (8) The peptide sequence is RAPKVRLSL. The MHC is HLA-A26:01 with pseudo-sequence HLA-A26:01. The binding affinity (normalized) is 0.0847. (9) The peptide sequence is RLFFIDWEY. The MHC is HLA-B15:01 with pseudo-sequence HLA-B15:01. The binding affinity (normalized) is 0.474. (10) The peptide sequence is AENDDVRST. The MHC is HLA-B45:01 with pseudo-sequence HLA-B45:01. The binding affinity (normalized) is 0.601.